This data is from Peptide-MHC class II binding affinity with 134,281 pairs from IEDB. The task is: Regression. Given a peptide amino acid sequence and an MHC pseudo amino acid sequence, predict their binding affinity value. This is MHC class II binding data. (1) The peptide sequence is KGILGFVFTLTVPSE. The MHC is DRB1_1101 with pseudo-sequence DRB1_1101. The binding affinity (normalized) is 0.820. (2) The peptide sequence is LQPETFAVVDLNKMR. The MHC is HLA-DPA10201-DPB11401 with pseudo-sequence HLA-DPA10201-DPB11401. The binding affinity (normalized) is 0.193. (3) The peptide sequence is RVWEQIFSTWLLKPG. The MHC is DRB1_1101 with pseudo-sequence DRB1_1101. The binding affinity (normalized) is 0.351. (4) The peptide sequence is AIKVAATAANAAPAN. The MHC is HLA-DPA10201-DPB11401 with pseudo-sequence HLA-DPA10201-DPB11401. The binding affinity (normalized) is 0.605. (5) The peptide sequence is AAATAGHTVYGAFAA. The MHC is HLA-DQA10102-DQB10602 with pseudo-sequence HLA-DQA10102-DQB10602. The binding affinity (normalized) is 0.608.